This data is from Catalyst prediction with 721,799 reactions and 888 catalyst types from USPTO. The task is: Predict which catalyst facilitates the given reaction. (1) Reactant: [CH3:1][S:2]([C:5]1[CH:10]=[CH:9][C:8]([CH:11]([C:19]2[NH:23][C:22]([C:24]3[CH:29]=[C:28]([CH:30]=[O:31])[CH:27]=[CH:26][N:25]=3)=[CH:21][CH:20]=2)[CH2:12][CH:13]2[CH2:18][CH2:17][O:16][CH2:15][CH2:14]2)=[CH:7][CH:6]=1)(=[O:4])=[O:3].[CH3:32][Mg]Br. Product: [CH3:1][S:2]([C:5]1[CH:10]=[CH:9][C:8]([CH:11]([C:19]2[NH:23][C:22]([C:24]3[CH:29]=[C:28]([CH:30]([OH:31])[CH3:32])[CH:27]=[CH:26][N:25]=3)=[CH:21][CH:20]=2)[CH2:12][CH:13]2[CH2:14][CH2:15][O:16][CH2:17][CH2:18]2)=[CH:7][CH:6]=1)(=[O:4])=[O:3]. The catalyst class is: 54. (2) Reactant: [CH3:1][O:2][C:3]1[C:8]2[N:9]=[CH:10][S:11][C:7]=2[CH:6]=[CH:5][CH:4]=1.[Li]CCCC.[C:17]([O:21][C:22](=[O:32])[NH:23][CH:24]1[CH2:29][CH2:28][CH:27]([CH:30]=[O:31])[CH2:26][CH2:25]1)([CH3:20])([CH3:19])[CH3:18]. Product: [C:17]([O:21][C:22](=[O:32])[NH:23][C@H:24]1[CH2:25][CH2:26][C@H:27]([CH:30]([OH:31])[C:10]2[S:11][C:7]3[CH:6]=[CH:5][CH:4]=[C:3]([O:2][CH3:1])[C:8]=3[N:9]=2)[CH2:28][CH2:29]1)([CH3:20])([CH3:18])[CH3:19]. The catalyst class is: 1. (3) Reactant: [NH2:1][C:2]1[CH:11]=[CH:10][C:5]([C:6]([O:8][CH3:9])=[O:7])=[C:4]([O:12][CH3:13])[CH:3]=1.[N:14]([O-])=O.[Na+].Cl. Product: [NH:1]([C:2]1[CH:11]=[CH:10][C:5]([C:6]([O:8][CH3:9])=[O:7])=[C:4]([O:12][CH3:13])[CH:3]=1)[NH2:14]. The catalyst class is: 6.